This data is from Reaction yield outcomes from USPTO patents with 853,638 reactions. The task is: Predict the reaction yield, written as a fraction of the theoretical maximum amount of product (1.0 means a 100% yield; for example, 0.34 means a 34% yield). (1) The reactants are Br[C:2]1[CH:3]=[CH:4][C:5]([NH:8][C:9](=[O:28])[CH2:10][C:11]2[CH:16]=[CH:15][C:14]([O:17][C:18]3[CH:23]=[CH:22][C:21]([N+:24]([O-:26])=[O:25])=[C:20]([OH:27])[CH:19]=3)=[CH:13][CH:12]=2)=[N:6][CH:7]=1.[F:29][C:30]([F:41])([F:40])[C:31]1[CH:32]=[C:33](B(O)O)[CH:34]=[CH:35][CH:36]=1. No catalyst specified. The product is [F:29][C:30]([F:41])([F:40])[C:31]1[CH:36]=[C:35]([C:2]2[CH:3]=[CH:4][C:5]([NH:8][C:9](=[O:28])[CH2:10][C:11]3[CH:16]=[CH:15][C:14]([O:17][C:18]4[CH:23]=[CH:22][C:21]([N+:24]([O-:26])=[O:25])=[C:20]([OH:27])[CH:19]=4)=[CH:13][CH:12]=3)=[N:6][CH:7]=2)[CH:34]=[CH:33][CH:32]=1. The yield is 0.450. (2) The reactants are [O:1]=[C:2]1[CH2:6][CH2:5][CH2:4][CH:3]1[C:7]([O:9][CH2:10][CH3:11])=[O:8].[C:12]([O-])([O-])=O.[K+].[K+].CI. The catalyst is CC(C)=O. The product is [CH3:12][C:3]1([C:7]([O:9][CH2:10][CH3:11])=[O:8])[CH2:4][CH2:5][CH2:6][C:2]1=[O:1]. The yield is 0.920. (3) The yield is 0.0800. The reactants are [CH2:1]([NH2:3])[CH3:2].[C:4]([C:8]1[C:12]([CH:13]=O)=[CH:11][N:10]([CH2:15][C:16]([NH:18][C:19]2[S:23][C:22]3[CH2:24][CH2:25][CH2:26][CH2:27][C:21]=3[C:20]=2[C:28]([NH2:30])=[O:29])=[O:17])[N:9]=1)([CH3:7])([CH3:6])[CH3:5].C(O)(=O)C.C(O[BH-](OC(=O)C)OC(=O)C)(=O)C.[Na+]. The product is [C:4]([C:8]1[C:12]([CH2:13][NH:3][CH2:1][CH3:2])=[CH:11][N:10]([CH2:15][C:16]([NH:18][C:19]2[S:23][C:22]3[CH2:24][CH2:25][CH2:26][CH2:27][C:21]=3[C:20]=2[C:28]([NH2:30])=[O:29])=[O:17])[N:9]=1)([CH3:7])([CH3:5])[CH3:6]. The catalyst is CN(C=O)C.O. (4) The reactants are [NH:1]1[CH2:6][CH2:5][CH:4]([C:7]#[N:8])[CH2:3][CH2:2]1.[F:9][C:10]1[CH:25]=[CH:24][C:13]([C:14]([N:16]([CH3:23])[C@@H:17]([CH:20]([CH3:22])[CH3:21])[CH:18]=O)=[O:15])=[CH:12][C:11]=1[CH3:26].[Na].[BH4-].[Na+]. The catalyst is CCO.C(Cl)Cl. The product is [C:7]([CH:4]1[CH2:5][CH2:6][N:1]([CH2:18][C@@H:17]([N:16]([CH3:23])[C:14](=[O:15])[C:13]2[CH:24]=[CH:25][C:10]([F:9])=[C:11]([CH3:26])[CH:12]=2)[CH:20]([CH3:21])[CH3:22])[CH2:2][CH2:3]1)#[N:8]. The yield is 0.0400.